This data is from Reaction yield outcomes from USPTO patents with 853,638 reactions. The task is: Predict the reaction yield, written as a fraction of the theoretical maximum amount of product (1.0 means a 100% yield; for example, 0.34 means a 34% yield). (1) The yield is 0.900. The catalyst is C1COCC1. The product is [Br:1][C:2]1[CH:3]=[C:4]2[C:9](=[CH:10][CH:11]=1)[CH:8]=[C:7]([O:21][CH2:20][CH2:19][C:15]1[CH:14]=[N:13][CH:18]=[CH:17][CH:16]=1)[CH:6]=[CH:5]2. The reactants are [Br:1][C:2]1[CH:3]=[C:4]2[C:9](=[CH:10][CH:11]=1)[C:8](O)=[CH:7][CH:6]=[CH:5]2.[N:13]1[CH:18]=[CH:17][CH:16]=[C:15]([CH2:19][CH2:20][OH:21])[CH:14]=1.C1(P(C2C=CC=CC=2)C2C=CC=CC=2)C=CC=CC=1.N(C([O-])=O)=NC([O-])=O. (2) The reactants are CS([O:5][CH2:6][C@@H:7]([O:9][CH:10]1[CH2:15][CH2:14][CH2:13][CH2:12][O:11]1)[CH3:8])(=O)=O.CC(C)([O-])C.[K+].[CH3:22][N:23]1[CH:27]=[CH:26][C:25]([NH:28][C:29]2[C:38]3[C:33](=[CH:34][CH:35]=[C:36]([O:39][C:40]4[N:45]=[CH:44][C:43](O)=[CH:42][CH:41]=4)[CH:37]=3)[N:32]=[CH:31][N:30]=2)=[N:24]1.Cl. The catalyst is O.CS(C)=O. The product is [CH3:22][N:23]1[CH:27]=[CH:26][C:25]([NH:28][C:29]2[C:38]3[C:33](=[CH:34][CH:35]=[C:36]([O:39][C:40]4[CH:41]=[CH:42][C:43]([O:5][CH2:6][C@H:7]([O:9][CH:10]5[CH2:15][CH2:14][CH2:13][CH2:12][O:11]5)[CH3:8])=[CH:44][N:45]=4)[CH:37]=3)[N:32]=[CH:31][N:30]=2)=[N:24]1. The yield is 0.750. (3) The reactants are [Cl:1][C:2]1[CH:3]=[C:4]([C:8](=[O:11])[CH2:9][CH3:10])[CH:5]=[CH:6][CH:7]=1.[Br:12]Br. The catalyst is C(#N)C.C(OCC)(=O)C. The product is [Cl:1][C:2]1[CH:3]=[C:4]([C:8](=[O:11])[CH:9]([Br:12])[CH3:10])[CH:5]=[CH:6][CH:7]=1. The yield is 0.980. (4) The reactants are [O:1]=[C:2]1[C:11]([C:12]#[N:13])=[C:10]2[C:5]([C:6](=[O:14])[CH2:7][CH2:8][CH2:9]2)=[CH:4][NH:3]1.I[CH2:16][CH2:17][CH2:18][CH3:19].[H-].[Na+].Cl. The catalyst is CN(C=O)C. The product is [CH2:16]([N:3]1[C:2](=[O:1])[C:11]([C:12]#[N:13])=[C:10]2[C:5]([C:6](=[O:14])[CH2:7][CH2:8][CH2:9]2)=[CH:4]1)[CH2:17][CH2:18][CH3:19]. The yield is 0.610.